Dataset: Catalyst prediction with 721,799 reactions and 888 catalyst types from USPTO. Task: Predict which catalyst facilitates the given reaction. (1) The catalyst class is: 302. Reactant: [CH2:1]([O:3][C:4]([C:6]1[C:7]([C:12]2[CH:17]=[CH:16][N:15]=[CH:14][CH:13]=2)=[N:8][NH:9][C:10]=1[CH3:11])=[O:5])[CH3:2].[F:18][C:19]([F:31])([F:30])[O:20][C:21]1[CH:22]=[C:23](B(O)O)[CH:24]=[CH:25][CH:26]=1.N1C=CC=CC=1. Product: [CH2:1]([O:3][C:4]([C:6]1[C:7]([C:12]2[CH:13]=[CH:14][N:15]=[CH:16][CH:17]=2)=[N:8][N:9]([C:23]2[CH:24]=[CH:25][CH:26]=[C:21]([O:20][C:19]([F:18])([F:30])[F:31])[CH:22]=2)[C:10]=1[CH3:11])=[O:5])[CH3:2]. (2) Reactant: [CH3:1][C:2]1[CH:7]=[C:6]([O:8][CH2:9][CH2:10][CH:11]([C:16]2[S:17][C:18]3[CH:25]=[C:24]([C:26]([F:29])([F:28])[F:27])[CH:23]=[CH:22][C:19]=3[C:20]=2[CH3:21])[O:12][CH2:13][CH2:14][CH3:15])[CH:5]=[CH:4][C:3]=1[O:30][CH2:31][C:32]([O:34]CC)=[O:33].[OH-].[Na+]. Product: [CH3:1][C:2]1[CH:7]=[C:6]([O:8][CH2:9][CH2:10][CH:11]([C:16]2[S:17][C:18]3[CH:25]=[C:24]([C:26]([F:29])([F:27])[F:28])[CH:23]=[CH:22][C:19]=3[C:20]=2[CH3:21])[O:12][CH2:13][CH2:14][CH3:15])[CH:5]=[CH:4][C:3]=1[O:30][CH2:31][C:32]([OH:34])=[O:33]. The catalyst class is: 92. (3) Reactant: [CH3:1][NH:2][CH2:3][C:4]([O:6]C(C)(C)C)=[O:5].Cl.[CH2:12]([C@@:16]1([CH2:39][CH3:40])[NH:22][C@H:21]([C:23]2[CH:28]=[CH:27][CH:26]=[CH:25][CH:24]=2)[C:20]2[CH:29]=[C:30]([O:35][CH3:36])[C:31]([CH:33]=O)=[CH:32][C:19]=2[S:18](=[O:38])(=[O:37])[CH2:17]1)[CH2:13][CH2:14][CH3:15]. Product: [NH4+:2].[CH2:12]([C@@:16]1([CH2:39][CH3:40])[NH:22][C@H:21]([C:23]2[CH:28]=[CH:27][CH:26]=[CH:25][CH:24]=2)[C:20]2[CH:29]=[C:30]([O:35][CH3:36])[C:31]([CH2:33][N:2]([CH3:1])[CH2:3][C:4]([O-:6])=[O:5])=[CH:32][C:19]=2[S:18](=[O:37])(=[O:38])[CH2:17]1)[CH2:13][CH2:14][CH3:15]. The catalyst class is: 2. (4) Reactant: [CH2:1]([C:4]1[CH:5]=[C:6]([CH:31]=[C:32]([F:35])[C:33]=1[NH2:34])[CH2:7][C@H:8]1[C@H:16]2[C@@H:12]([N:13]([CH2:18][C:19]3[CH:24]=[CH:23][CH:22]=[C:21]([C:25]([CH3:28])([CH3:27])[CH3:26])[CH:20]=3)C(=O)[O:15]2)[CH2:11][S:10](=[O:30])(=[O:29])[CH2:9]1)[CH:2]=[CH2:3].C[Si](C)(C)[O-].[K+]. Product: [CH2:1]([C:4]1[CH:5]=[C:6]([CH:31]=[C:32]([F:35])[C:33]=1[NH2:34])[CH2:7][C@H:8]1[C@H:16]([OH:15])[C@@H:12]([NH:13][CH2:18][C:19]2[CH:24]=[CH:23][CH:22]=[C:21]([C:25]([CH3:28])([CH3:27])[CH3:26])[CH:20]=2)[CH2:11][S:10](=[O:29])(=[O:30])[CH2:9]1)[CH:2]=[CH2:3]. The catalyst class is: 1. (5) The catalyst class is: 24. Product: [CH2:3]([O:6][C:7]1[CH:16]=[C:15]([OH:17])[C:14]([CH:18]([CH3:20])[CH3:19])=[CH:13][C:8]=1[C:9]([OH:11])=[O:10])[CH:4]=[CH2:5]. Reactant: [OH-].[K+].[CH2:3]([O:6][C:7]1[CH:16]=[C:15]([OH:17])[C:14]([CH:18]([CH3:20])[CH3:19])=[CH:13][C:8]=1[C:9]([O:11]C)=[O:10])[CH:4]=[CH2:5]. (6) Reactant: Br[C:2]1[CH:7]=[C:6]([CH:8]([CH3:10])[CH3:9])[CH:5]=[C:4]([CH:11]([CH3:13])[CH3:12])[CH:3]=1.[CH3:14][C:15]1([CH3:31])[C:19]([CH3:21])([CH3:20])[O:18][B:17]([B:17]2[O:18][C:19]([CH3:21])([CH3:20])[C:15]([CH3:31])([CH3:14])[O:16]2)[O:16]1.C([O-])(=O)C.[K+].C(Cl)Cl. Product: [CH:11]([C:4]1[CH:3]=[C:2]([B:17]2[O:18][C:19]([CH3:21])([CH3:20])[C:15]([CH3:31])([CH3:14])[O:16]2)[CH:7]=[C:6]([CH:8]([CH3:10])[CH3:9])[CH:5]=1)([CH3:13])[CH3:12]. The catalyst class is: 75. (7) Reactant: [CH2:1]([N:8]1[CH2:13][CH2:12][CH2:11][CH:10]([C:14]2[CH:19]=[CH:18][C:17]([NH:20][N:21]=C(C3C=CC=CC=3)C3C=CC=CC=3)=[CH:16][CH:15]=2)[CH2:9]1)[C:2]1[CH:7]=[CH:6][CH:5]=[CH:4][CH:3]=1.[ClH:35]. Product: [Cl-:35].[Cl-:35].[CH2:1]([NH+:8]1[CH2:13][CH2:12][CH2:11][CH:10]([C:14]2[CH:15]=[CH:16][C:17]([NH:20][NH3+:21])=[CH:18][CH:19]=2)[CH2:9]1)[C:2]1[CH:3]=[CH:4][CH:5]=[CH:6][CH:7]=1. The catalyst class is: 14.